This data is from Full USPTO retrosynthesis dataset with 1.9M reactions from patents (1976-2016). The task is: Predict the reactants needed to synthesize the given product. (1) Given the product [CH2:7]([O:14][C:15]([NH:17][C@@H:18]([CH2:27][C:28]1[CH:29]=[CH:30][CH:31]=[CH:32][CH:33]=1)[C@H:19]([OH:26])[CH2:20][N:21]([CH2:22][CH:23]([CH3:25])[CH3:24])[S:50]([C:47]1[CH:46]=[CH:45][C:44]([N+:41]([O-:43])=[O:42])=[CH:49][CH:48]=1)(=[O:51])=[O:52])=[O:16])[C:8]1[CH:9]=[CH:10][CH:11]=[CH:12][CH:13]=1, predict the reactants needed to synthesize it. The reactants are: C(OCC)(=O)C.[CH2:7]([O:14][C:15]([NH:17][C@@H:18]([CH2:27][C:28]1[CH:33]=[CH:32][CH:31]=[CH:30][CH:29]=1)[C@H:19]([OH:26])[CH2:20][NH:21][CH2:22][CH:23]([CH3:25])[CH3:24])=[O:16])[C:8]1[CH:13]=[CH:12][CH:11]=[CH:10][CH:9]=1.C(N(CC)CC)C.[N+:41]([C:44]1[CH:49]=[CH:48][C:47]([S:50](Cl)(=[O:52])=[O:51])=[CH:46][CH:45]=1)([O-:43])=[O:42]. (2) Given the product [Br:16][C:17]1[CH:22]=[CH:21][C:20]([S:23]([NH:14][CH2:13][C:12]([C:3]2[CH:4]=[CH:5][C:6]3[C:11](=[CH:10][CH:9]=[CH:8][CH:7]=3)[CH:2]=2)=[O:15])(=[O:25])=[O:24])=[CH:19][CH:18]=1, predict the reactants needed to synthesize it. The reactants are: [Cl-].[CH:2]1[C:11]2[C:6](=[CH:7][CH:8]=[CH:9][CH:10]=2)[CH:5]=[CH:4][C:3]=1[C:12](=[O:15])[CH2:13][NH3+:14].[Br:16][C:17]1[CH:22]=[CH:21][C:20]([S:23](Cl)(=[O:25])=[O:24])=[CH:19][CH:18]=1.CCN(CC)CC. (3) Given the product [NH2:1][C:4]1[CH:5]=[C:6]2[C:11](=[CH:12][CH:13]=1)[N:10]([CH2:14][CH2:15][N:16]1[CH2:17][CH2:18][CH2:19][CH2:20][CH2:21]1)[C:9](=[O:22])[CH2:8][CH2:7]2, predict the reactants needed to synthesize it. The reactants are: [N+:1]([C:4]1[CH:5]=[C:6]2[C:11](=[CH:12][CH:13]=1)[N:10]([CH2:14][CH2:15][N:16]1[CH2:21][CH2:20][CH2:19][CH2:18][CH2:17]1)[C:9](=[O:22])[CH2:8][CH2:7]2)([O-])=O.N. (4) Given the product [Cl:60][C:61]1[CH:68]=[CH:67][C:64]([CH2:65][NH:66][C:23]([C:16]2[CH:15]=[C:14]3[C:19]([C:20](=[O:21])[N:11]([C:6]4[CH:5]=[CH:4][C:3]([O:2][CH3:1])=[C:8]([O:9][CH3:10])[N:7]=4)[C:12](=[S:26])[NH:13]3)=[C:18]([CH3:22])[CH:17]=2)=[O:25])=[CH:63][CH:62]=1, predict the reactants needed to synthesize it. The reactants are: [CH3:1][O:2][C:3]1[CH:4]=[CH:5][C:6]([N:11]2[C:20](=[O:21])[C:19]3[C:14](=[CH:15][C:16]([C:23]([OH:25])=O)=[CH:17][C:18]=3[CH3:22])[NH:13][C:12]2=[S:26])=[N:7][C:8]=1[O:9][CH3:10].CCN(C(C)C)C(C)C.CN(C(ON1N=NC2C=CC=NC1=2)=[N+](C)C)C.F[P-](F)(F)(F)(F)F.[Cl:60][C:61]1[CH:68]=[CH:67][C:64]([CH2:65][NH2:66])=[CH:63][CH:62]=1. (5) Given the product [CH3:25][O:24][C:21]1[CH:22]=[CH:23][C:18]([CH2:17][O:16][C:11]2[CH:12]=[CH:13][CH:14]=[CH:15][C:10]=2[O:9][C:4]2([C:5]([O:7][CH3:8])=[O:6])[CH2:2][CH2:3]2)=[CH:19][CH:20]=1, predict the reactants needed to synthesize it. The reactants are: Br[CH2:2][CH2:3][CH:4]([O:9][C:10]1[CH:15]=[CH:14][CH:13]=[CH:12][C:11]=1[O:16][CH2:17][C:18]1[CH:23]=[CH:22][C:21]([O:24][CH3:25])=[CH:20][CH:19]=1)[C:5]([O:7][CH3:8])=[O:6].CC(C)([O-])C.[K+]. (6) Given the product [CH2:1]([C:3]1([CH2:18][CH2:19][O:20][CH3:23])[C:8]2[NH:9][C:10]3[C:15]([C:7]=2[CH2:6][CH2:5][O:4]1)=[CH:14][CH:13]=[CH:12][C:11]=3[CH2:16][CH3:17])[CH3:2], predict the reactants needed to synthesize it. The reactants are: [CH2:1]([C:3]1([CH2:18][CH2:19][OH:20])[C:8]2[NH:9][C:10]3[C:15]([C:7]=2[CH2:6][CH2:5][O:4]1)=[CH:14][CH:13]=[CH:12][C:11]=3[CH2:16][CH3:17])[CH3:2].[H-].[Na+].[CH3:23]I. (7) The reactants are: [CH3:1][NH:2][CH3:3].[F:4][C:5]([F:39])([F:38])[C:6]1[CH:7]=[C:8]([CH:31]=[C:32]([C:34]([F:37])([F:36])[F:35])[CH:33]=1)[CH2:9][N:10]1[C:14](Cl)=[C:13]([C:16]([N:18]2[CH2:23][CH2:22][CH2:21][CH:20]([C:24]3[CH:29]=[CH:28][CH:27]=[CH:26][C:25]=3[Cl:30])[CH2:19]2)=[O:17])[N:12]=[N:11]1. Given the product [F:37][C:34]([F:36])([F:35])[C:32]1[CH:31]=[C:8]([CH:7]=[C:6]([C:5]([F:38])([F:39])[F:4])[CH:33]=1)[CH2:9][N:10]1[C:14]([N:2]([CH3:3])[CH3:1])=[C:13]([C:16]([N:18]2[CH2:23][CH2:22][CH2:21][CH:20]([C:24]3[CH:29]=[CH:28][CH:27]=[CH:26][C:25]=3[Cl:30])[CH2:19]2)=[O:17])[N:12]=[N:11]1, predict the reactants needed to synthesize it. (8) Given the product [OH:15][C:11]1[CH:12]=[CH:13][C:14]2[C:5]([CH2:6][C:7]([OH:17])=[O:1])=[CH:4][O:8][C:9]=2[C:10]=1[CH3:16], predict the reactants needed to synthesize it. The reactants are: [OH-:1].[Na+].Cl[CH2:4][C:5]1[C:14]2[C:9](=[C:10]([CH3:16])[C:11]([OH:15])=[CH:12][CH:13]=2)[O:8][C:7](=[O:17])[CH:6]=1.Cl. (9) The reactants are: [OH-].[Na+].C([O:5][C:6](=[O:32])[CH2:7][C:8]1[CH:31]=[CH:30][C:11]2[N:12]([C:15]3[C:16]4[CH2:29][CH2:28][CH2:27][C:17]=4[N:18]=[C:19]([C:21]4[S:22][C:23]([Cl:26])=[CH:24][CH:25]=4)[N:20]=3)[CH:13]=[N:14][C:10]=2[CH:9]=1)C.Cl. Given the product [Cl:26][C:23]1[S:22][C:21]([C:19]2[N:20]=[C:15]([N:12]3[C:11]4[CH:30]=[CH:31][C:8]([CH2:7][C:6]([OH:32])=[O:5])=[CH:9][C:10]=4[N:14]=[CH:13]3)[C:16]3[CH2:29][CH2:28][CH2:27][C:17]=3[N:18]=2)=[CH:25][CH:24]=1, predict the reactants needed to synthesize it. (10) Given the product [C:21]([O:20][C:18]([N:15]1[CH2:14][CH2:13][N:12]([C:8]2[CH:7]=[C:6]3[C:11](=[CH:10][CH:9]=2)[NH:3][CH:4]=[C:5]3[S:31][C:25]2[CH:30]=[CH:29][CH:28]=[CH:27][CH:26]=2)[CH2:17][CH2:16]1)=[O:19])([CH3:24])([CH3:23])[CH3:22], predict the reactants needed to synthesize it. The reactants are: [H-].[Na+].[NH:3]1[C:11]2[C:6](=[CH:7][C:8]([N:12]3[CH2:17][CH2:16][N:15]([C:18]([O:20][C:21]([CH3:24])([CH3:23])[CH3:22])=[O:19])[CH2:14][CH2:13]3)=[CH:9][CH:10]=2)[CH:5]=[CH:4]1.[C:25]1([S:31][S:31][C:25]2[CH:30]=[CH:29][CH:28]=[CH:27][CH:26]=2)[CH:30]=[CH:29][CH:28]=[CH:27][CH:26]=1.O.